Predict the product of the given reaction. From a dataset of Forward reaction prediction with 1.9M reactions from USPTO patents (1976-2016). The product is: [C:20]([N:19]1[CH:14]2[CH2:15][CH2:16][CH:17]1[CH2:18][CH:12]([CH2:11][NH:10][C:5]1[N:6]=[CH:7][C:2]([C:35]3[CH:49]=[CH:48][C:38]([O:39][C:40]4[CH:47]=[CH:46][C:43]([C:44]#[N:45])=[CH:42][CH:41]=4)=[CH:37][CH:36]=3)=[C:3]([NH2:9])[N:4]=1)[CH2:13]2)(=[O:22])[CH:51]=[CH2:52]. Given the reactants Br[C:2]1[C:3]([NH2:9])=[N:4][CH:5]=[N:6][C:7]=1Cl.[NH2:10][CH2:11][CH:12]1[CH2:18][CH:17]2[N:19]([C:20]([O:22]C(C)(C)C)=O)[CH:14]([CH2:15][CH2:16]2)[CH2:13]1.CC1(C)C(C)(C)OB([C:35]2[CH:49]=[CH:48][C:38]([O:39][C:40]3[CH:47]=[CH:46][C:43]([C:44]#[N:45])=[CH:42][CH:41]=3)=[CH:37][CH:36]=2)O1.[C:51](Cl)(=O)[CH:52]=C, predict the reaction product.